Dataset: Full USPTO retrosynthesis dataset with 1.9M reactions from patents (1976-2016). Task: Predict the reactants needed to synthesize the given product. (1) Given the product [OH:11][CH:12]1[CH2:16][CH2:15][N:14]([CH2:2][C:3]2[O:7][N:6]=[C:5]([CH:8]([CH3:10])[CH3:9])[N:4]=2)[CH2:13]1, predict the reactants needed to synthesize it. The reactants are: Cl[CH2:2][C:3]1[O:7][N:6]=[C:5]([CH:8]([CH3:10])[CH3:9])[N:4]=1.[OH:11][CH:12]1[CH2:16][CH2:15][NH:14][CH2:13]1.C([O-])([O-])=O.[K+].[K+]. (2) The reactants are: [CH:1]1([C:4]2[CH:5]=[C:6](B3OC(C)(C)C(C)(C)O3)[CH:7]=[C:8]([C:10]([F:13])([F:12])[F:11])[CH:9]=2)[CH2:3][CH2:2]1.[F:23][C:24]1[CH:25]=[C:26]([CH:36]([NH:38][C:39]([C:41]2[O:42][C:43](Br)=[CH:44][CH:45]=2)=[O:40])[CH3:37])[CH:27]=[C:28]([F:35])[C:29]=1[NH:30][S:31]([CH3:34])(=[O:33])=[O:32].C([O-])([O-])=O.[Cs+].[Cs+]. Given the product [F:23][C:24]1[CH:25]=[C:26]([CH:36]([NH:38][C:39]([C:41]2[O:42][C:43]([C:6]3[CH:7]=[C:8]([C:10]([F:11])([F:12])[F:13])[CH:9]=[C:4]([CH:1]4[CH2:2][CH2:3]4)[CH:5]=3)=[CH:44][CH:45]=2)=[O:40])[CH3:37])[CH:27]=[C:28]([F:35])[C:29]=1[NH:30][S:31]([CH3:34])(=[O:33])=[O:32], predict the reactants needed to synthesize it.